From a dataset of Reaction yield outcomes from USPTO patents with 853,638 reactions. Predict the reaction yield, written as a fraction of the theoretical maximum amount of product (1.0 means a 100% yield; for example, 0.34 means a 34% yield). The reactants are [Br:1][C:2]1[CH:7]=[CH:6][C:5]([S:8]([N:11]([CH3:13])[CH3:12])(=[O:10])=[O:9])=[C:4](F)[CH:3]=1.[C-:15]#[N:16].[Na+]. The catalyst is CN(C=O)C. The product is [Br:1][C:2]1[CH:7]=[CH:6][C:5]([S:8]([N:11]([CH3:13])[CH3:12])(=[O:10])=[O:9])=[C:4]([C:15]#[N:16])[CH:3]=1. The yield is 0.0700.